Dataset: Forward reaction prediction with 1.9M reactions from USPTO patents (1976-2016). Task: Predict the product of the given reaction. The product is: [O:3]1[C:8]2=[CH:9][CH:10]=[CH:11][C:7]2=[CH:6][C:5]([CH:12]2[CH2:17][CH2:16][CH2:15][CH2:14][N:13]2[CH2:18][CH2:19][C@H:20]2[CH2:21][CH2:22][C@H:23]([NH:26][C:29](=[O:30])[CH:28]([CH3:27])[CH2:32][CH3:33])[CH2:24][CH2:25]2)=[CH:4]1. Given the reactants Cl.Cl.[O:3]1[C:8]2=[CH:9][CH:10]=[CH:11][C:7]2=[CH:6][C:5]([CH:12]2[CH2:17][CH2:16][CH2:15][CH2:14][N:13]2[CH2:18][CH2:19][C@H:20]2[CH2:25][CH2:24][C@H:23]([NH2:26])[CH2:22][CH2:21]2)=[CH:4]1.[CH3:27][CH:28]([CH2:32][CH3:33])[C:29](O)=[O:30], predict the reaction product.